The task is: Binary Classification. Given a miRNA mature sequence and a target amino acid sequence, predict their likelihood of interaction.. This data is from Experimentally validated miRNA-target interactions with 360,000+ pairs, plus equal number of negative samples. (1) The miRNA is hsa-miR-325 with sequence CCUAGUAGGUGUCCAGUAAGUGU. The protein sequence of the target gene is MATPQSIFIFAICILMITELILASKSYYDILGVPKSASERQIKKAFHKLAMKYHPDKNKSPDAEAKFREIAEAYETLSDANRRKEYDTLGHSAFTSGKGQRGSGSSFEQSFNFNFDDLFKDFGFFGQNQNTGSKKRFENHFQTRQDGGSSRQRHHFQEFSFGGGLFDDMFEDMEKMFSFSGFDSTNQHTVQTENRFHGSSKHCRTVTQRRGNMVTTYTDCSGQ. Result: 1 (interaction). (2) The miRNA is hsa-miR-7162-3p with sequence UCUGAGGUGGAACAGCAGC. The protein sequence of the target gene is MRVFCVGLLLFSVTWAAPTFQPQTEKTKQSCVEEQRQEEKNKDNIGFHHLGKRINQELSSKENIVQERKKDLSLSEASENKGSSKSQNYFTNRQRLNKEYSISNKENTHNGLRMSIYPKSTGNKGFEDGDDAISKLHDQEEYGAALIRNNMQHIMGPVTAIKLLGEENKENTPRNVLNIIPASMNYAKAHSKDKKKPQRDSQAQKSPVKSKSTHRIQHNIDYLKHLSKVKKIPSDFEGSGYTDLQERGDNDISPFSGDGQPFKDIPGKGEATGPDLEGKDIQTGFAGPSEAESTHLDTKK.... Result: 0 (no interaction). (3) The miRNA is hsa-miR-5582-5p with sequence UAGGCACACUUAAAGUUAUAGC. The protein sequence of the target gene is MEPETALWGPDLQGPEQSPNDAHRGAESENEEESPRQESSGEEIIMGDPAQSPESKDSTEMSLERSSQDPSVPQNPPTPLGHSNPLDHQIPLDPPAPEVVPTPSDWTKACEASWQWGALTTWNSPPVVPANEPSLRELVQGRPAGAEKPYICNECGKSFSQWSKLLRHQRIHTGERPNTCSECGKSFTQSSHLVQHQRTHTGEKPYKCPDCGKCFSWSSNLVQHQRTHTGEKPYKCTECEKAFTQSTNLIKHQRSHTGEKPYKCGECRRAFYRSSDLIQHQATHTGEKPYKCPECGKRFG.... Result: 0 (no interaction). (4) Result: 0 (no interaction). The miRNA is hsa-miR-10a-3p with sequence CAAAUUCGUAUCUAGGGGAAUA. The protein sequence of the target gene is MSLSDWHLAVKLADQPLTPKSILRLPETELGEYSLGGYSISFLKQLIAGKLQESVPDPELIDLIYCGRKLKDDQTLDFYGIQPGSTVHVLRKSWPEPDQKPEPVDKVAAMREFRVLHTALHSSSSYREAVFKMLSNKESLDQIIVATPGLSSDPIALGVLQDKDLFSVFADPNMLDTLVPAHPALVNAIVLVLHSVAGSAPMPGTDSSSRSMPSSSYRDMPGGFLFEGLSDDEDDFHPNTRSTPSSSTPSSRPASLGYSGAAGPRPITQSELATALALASTPESSSHTPTPGTQGHSSGT.... (5) The miRNA is hsa-miR-210-5p with sequence AGCCCCUGCCCACCGCACACUG. The protein sequence of the target gene is MARDLIGPALPPGFKEHATVEDEERDPSPVAGPALPPNYRSCSSDSSDSDEDSSSLSEEGNQESEEEDTGPNAKKQRRNQDDDDDDDGFFGPALPPGFKKQDDSPPRPIIGPALPPGFIKSPQKNDKGREDPGQVSSFFNSEEAESGEDEDIVGPMPAKGPVNYSVTTEFEKRAQRMKEKLTKGDDDSSKPITRESWMTELPPEMKEFGLGPRTFKRRADDKSGDRSVWTDTPADRERKAKEIQEARKSFSKKDEENILSGRDKRLAEQVSSYNESKRSESLMDIHHKKLKSKAAEDKNK.... Result: 0 (no interaction). (6) The miRNA is hsa-miR-624-3p with sequence CACAAGGUAUUGGUAUUACCU. The protein sequence of the target gene is MGRLCTKFLTSVGCLILLLVTGSGSIKVLGEPTCFSDYIRTSTCEWFLDSAVDCSSQLCLHYRLMFFEFSENLTCIPRNSASTVCVCHMEMNRPVQSDRYQMELWAEHRQLWQGSFSPSGNVKPLAPDNLTLHTNVSDEWLLTWNNLYPSNNLLYKDLISMVNISREDNPAEFIVYNVTYKEPRLSFPINILMSGVYYTARVRVRSQILTGTWSEWSPSITWYNHFQLPLIQRLPLGVTISCLCIPLFCLFCYFSITKIKKIWWDQIPTPARSPLVAIIIQDAQVPLWDKQTRSQESTKY.... Result: 0 (no interaction).